Dataset: Reaction yield outcomes from USPTO patents with 853,638 reactions. Task: Predict the reaction yield, written as a fraction of the theoretical maximum amount of product (1.0 means a 100% yield; for example, 0.34 means a 34% yield). The reactants are [C:1]([C:3]1[CH:4]=[C:5]([C:9]2[N:14]=[C:13]([C:15]([OH:17])=O)[CH:12]=[CH:11][CH:10]=2)[CH:6]=[CH:7][CH:8]=1)#[N:2].CN(C(ON1N=NC2C=CC=CC1=2)=[N+](C)C)C.F[P-](F)(F)(F)(F)F.[NH:42]1[CH:46]=[CH:45][N:44]=[C:43]1[NH:47][C:48]([C:50]1[C:58]2[NH:57][C:56]([NH2:59])=[N:55][C:54]=2[CH:53]=[CH:52][CH:51]=1)=[O:49].C([O-])(O)=O.[Na+]. The catalyst is CN(C=O)C.CCN(C(C)C)C(C)C.O. The product is [NH:44]1[CH:45]=[CH:46][N:42]=[C:43]1[NH:47][C:48]([C:50]1[C:58]2[N:57]=[C:56]([NH:59][C:15]([C:13]3[CH:12]=[CH:11][CH:10]=[C:9]([C:5]4[CH:6]=[CH:7][CH:8]=[C:3]([C:1]#[N:2])[CH:4]=4)[N:14]=3)=[O:17])[NH:55][C:54]=2[CH:53]=[CH:52][CH:51]=1)=[O:49]. The yield is 0.175.